Dataset: M1 muscarinic receptor antagonist screen with 61,756 compounds. Task: Binary Classification. Given a drug SMILES string, predict its activity (active/inactive) in a high-throughput screening assay against a specified biological target. (1) The molecule is S(c1nnc(c2c1cccc2)C)c1oc2c(n1)cccc2. The result is 0 (inactive). (2) The compound is S(Cc1c2c3c(ccc2oc(=O)c1)cccc3)c1n(CCC)c(=O)[nH]n1. The result is 0 (inactive). (3) The molecule is s1c(nnc1NC(=O)CCC(=O)NCc1sccc1)C1CCCCC1. The result is 0 (inactive). (4) The result is 0 (inactive). The compound is Clc1cc(N(S(=O)(=O)C)CC(=O)N(C)C)ccc1F. (5) The result is 0 (inactive). The drug is Clc1ccc(CCNC(=O)CCNS(=O)(=O)c2cc3c(n(c(=O)n(c3=O)C)C)cc2)cc1. (6) The molecule is O=C(NCCCN(CC)c1ccccc1)CCNC(=O)Cn1c(=O)c2c(nc1)cccc2. The result is 0 (inactive). (7) The compound is S(c1scc(n1)c1ccccc1)CC(=O)Nc1sccn1. The result is 0 (inactive). (8) The compound is s1c(NC(=O)C2CCN(CC2)c2oc3c(n2)cccc3)nc(c1C)c1ccc(OC)cc1. The result is 0 (inactive). (9) The compound is S(CC(=O)NCc1ccccc1)CC(O)=O. The result is 0 (inactive).